This data is from Peptide-MHC class II binding affinity with 134,281 pairs from IEDB. The task is: Regression. Given a peptide amino acid sequence and an MHC pseudo amino acid sequence, predict their binding affinity value. This is MHC class II binding data. (1) The peptide sequence is GKKKYKLKHIVWASREL. The MHC is DRB1_1302 with pseudo-sequence DRB1_1302. The binding affinity (normalized) is 0.390. (2) The peptide sequence is DNEAYEMPSEEGYQD. The MHC is DRB1_0901 with pseudo-sequence DRB1_0901. The binding affinity (normalized) is 0.220.